Dataset: Full USPTO retrosynthesis dataset with 1.9M reactions from patents (1976-2016). Task: Predict the reactants needed to synthesize the given product. (1) Given the product [F:1][C:2]1([F:40])[CH2:7][CH2:6][CH:5]([NH:8][C:9]([C:11]2[C:15]([CH2:16][OH:41])=[C:14]([C:18]3[CH:23]=[CH:22][C:21]([O:24][Si:25]([C:28]([CH3:31])([CH3:30])[CH3:29])([CH3:27])[CH3:26])=[CH:20][CH:19]=3)[N:13]([C:32]3[CH:37]=[CH:36][C:35]([Cl:38])=[CH:34][C:33]=3[Cl:39])[N:12]=2)=[O:10])[CH2:4][CH2:3]1, predict the reactants needed to synthesize it. The reactants are: [F:1][C:2]1([F:40])[CH2:7][CH2:6][CH:5]([NH:8][C:9]([C:11]2[C:15]([CH2:16]Br)=[C:14]([C:18]3[CH:23]=[CH:22][C:21]([O:24][Si:25]([C:28]([CH3:31])([CH3:30])[CH3:29])([CH3:27])[CH3:26])=[CH:20][CH:19]=3)[N:13]([C:32]3[CH:37]=[CH:36][C:35]([Cl:38])=[CH:34][C:33]=3[Cl:39])[N:12]=2)=[O:10])[CH2:4][CH2:3]1.[OH2:41]. (2) The reactants are: [NH2:1][C:2]1[CH:3]=[C:4]([OH:8])[CH:5]=[CH:6][CH:7]=1.C(N(CC)CC)C.[CH3:16][N:17]1[C:21]([C:22](Cl)=[O:23])=[CH:20][C:19]([CH3:25])=[N:18]1. Given the product [OH:8][C:4]1[CH:3]=[C:2]([NH:1][C:22]([C:21]2[N:17]([CH3:16])[N:18]=[C:19]([CH3:25])[CH:20]=2)=[O:23])[CH:7]=[CH:6][CH:5]=1, predict the reactants needed to synthesize it.